This data is from NCI-60 drug combinations with 297,098 pairs across 59 cell lines. The task is: Regression. Given two drug SMILES strings and cell line genomic features, predict the synergy score measuring deviation from expected non-interaction effect. (1) Drug 1: CN1CCC(CC1)COC2=C(C=C3C(=C2)N=CN=C3NC4=C(C=C(C=C4)Br)F)OC. Drug 2: C1C(C(OC1N2C=NC3=C(N=C(N=C32)Cl)N)CO)O. Cell line: HS 578T. Synergy scores: CSS=-6.48, Synergy_ZIP=5.89, Synergy_Bliss=4.69, Synergy_Loewe=-0.734, Synergy_HSA=-2.03. (2) Drug 1: C1=NC2=C(N=C(N=C2N1C3C(C(C(O3)CO)O)F)Cl)N. Drug 2: CN(CCCl)CCCl.Cl. Cell line: SNB-19. Synergy scores: CSS=19.1, Synergy_ZIP=-11.4, Synergy_Bliss=2.16, Synergy_Loewe=-8.21, Synergy_HSA=2.12. (3) Drug 2: CC1=C(C=C(C=C1)C(=O)NC2=CC(=CC(=C2)C(F)(F)F)N3C=C(N=C3)C)NC4=NC=CC(=N4)C5=CN=CC=C5. Synergy scores: CSS=-1.84, Synergy_ZIP=1.78, Synergy_Bliss=1.99, Synergy_Loewe=-0.439, Synergy_HSA=-1.28. Cell line: A549. Drug 1: CCC1(CC2CC(C3=C(CCN(C2)C1)C4=CC=CC=C4N3)(C5=C(C=C6C(=C5)C78CCN9C7C(C=CC9)(C(C(C8N6C)(C(=O)OC)O)OC(=O)C)CC)OC)C(=O)OC)O.OS(=O)(=O)O. (4) Drug 1: CC1=C2C(C(=O)C3(C(CC4C(C3C(C(C2(C)C)(CC1OC(=O)C(C(C5=CC=CC=C5)NC(=O)OC(C)(C)C)O)O)OC(=O)C6=CC=CC=C6)(CO4)OC(=O)C)O)C)O. Drug 2: C#CCC(CC1=CN=C2C(=N1)C(=NC(=N2)N)N)C3=CC=C(C=C3)C(=O)NC(CCC(=O)O)C(=O)O. Cell line: A549. Synergy scores: CSS=60.7, Synergy_ZIP=2.68, Synergy_Bliss=0.561, Synergy_Loewe=-8.59, Synergy_HSA=0.973.